This data is from Full USPTO retrosynthesis dataset with 1.9M reactions from patents (1976-2016). The task is: Predict the reactants needed to synthesize the given product. (1) Given the product [CH3:10][C:11]1[CH:19]=[CH:18][CH:17]=[CH:16][C:12]=1[C:13]([NH:34][C@H:28]1[C:27]2[C:31](=[CH:32][CH:33]=[C:25]([C:23]([O:22][CH3:21])=[O:24])[CH:26]=2)[CH2:30][CH2:29]1)=[O:14], predict the reactants needed to synthesize it. The reactants are: C(N(C(C)C)C(C)C)C.[CH3:10][C:11]1[CH:19]=[CH:18][CH:17]=[CH:16][C:12]=1[C:13](Cl)=[O:14].Cl.[CH3:21][O:22][C:23]([C:25]1[CH:26]=[C:27]2[C:31](=[CH:32][CH:33]=1)[CH2:30][CH2:29][C@H:28]2[NH2:34])=[O:24]. (2) Given the product [CH3:34][O:35][C:36]1[CH:43]=[CH:42][CH:41]=[CH:40][C:37]=1[CH2:38][N:19]1[CH2:20][CH:16]([CH2:15][CH2:14][O:13][C:10]2[CH:9]=[CH:8][C:7]([CH2:6][C:5]([CH3:30])([O:23][C:24]3[CH:25]=[CH:26][CH:27]=[CH:28][CH:29]=3)[C:4]([OH:31])=[O:3])=[CH:12][CH:11]=2)[N:17]([CH3:22])[C:18]1=[O:21], predict the reactants needed to synthesize it. The reactants are: C([O:3][C:4](=[O:31])[C:5]([CH3:30])([O:23][C:24]1[CH:29]=[CH:28][CH:27]=[CH:26][CH:25]=1)[CH2:6][C:7]1[CH:12]=[CH:11][C:10]([O:13][CH2:14][CH2:15][CH:16]2[CH2:20][NH:19][C:18](=[O:21])[N:17]2[CH3:22])=[CH:9][CH:8]=1)C.[H-].[Na+].[CH3:34][O:35][C:36]1[CH:43]=[CH:42][CH:41]=[CH:40][C:37]=1[CH2:38]Cl.[OH-].[Na+]. (3) Given the product [CH2:1]([O:9][CH2:10][CH:11]([OH:12])[CH2:13][CH3:14])[C:2]1[CH:7]=[CH:6][CH:5]=[CH:4][CH:3]=1, predict the reactants needed to synthesize it. The reactants are: [C:1]([O:9][CH2:10][CH:11]=[O:12])(=O)[C:2]1[CH:7]=[CH:6][CH:5]=[CH:4][CH:3]=1.[CH3:13][CH2:14][Mg+].[Br-]. (4) Given the product [CH2:10]([S:9][C:4]1[CH:5]=[CH:6][C:7]([F:8])=[C:2]([F:1])[CH:3]=1)[CH3:11], predict the reactants needed to synthesize it. The reactants are: [F:1][C:2]1[CH:3]=[C:4]([SH:9])[CH:5]=[CH:6][C:7]=1[F:8].[CH2:10](I)[CH3:11].C(=O)([O-])[O-].[K+].[K+]. (5) Given the product [Br:17][C:14]1[CH:15]=[CH:16][C:11]([N:7]2[CH2:6][C@H:5]([CH2:4][N:1]3[CH:19]=[CH:18][N:3]=[N:2]3)[O:9][C:8]2=[O:10])=[N:12][CH:13]=1, predict the reactants needed to synthesize it. The reactants are: [N:1]([CH2:4][C@@H:5]1[O:9][C:8](=[O:10])[N:7]([C:11]2[CH:16]=[CH:15][C:14]([Br:17])=[CH:13][N:12]=2)[CH2:6]1)=[N+:2]=[N-:3].[CH:18]12CC(C=C1)C=[CH:19]2. (6) Given the product [CH2:66]([O:65][C:60]1[C:59]([F:68])=[C:58]([C:63]([F:64])=[CH:62][CH:61]=1)[O:57][C:55]1[CH2:56][N:2]([CH:3]([CH2:17][CH:18]2[CH2:23][CH2:22][O:21][CH2:20][CH2:19]2)[C:4]([NH:6][C:7]2[CH:11]=[CH:10][N:9]([CH2:12][C:13]([OH:16])([CH3:14])[CH3:15])[N:8]=2)=[O:5])[C:53](=[O:69])[CH:54]=1)[CH3:67], predict the reactants needed to synthesize it. The reactants are: Cl.[NH2:2][CH:3]([CH2:17][CH:18]1[CH2:23][CH2:22][O:21][CH2:20][CH2:19]1)[C:4]([NH:6][C:7]1[CH:11]=[CH:10][N:9]([CH2:12][C:13]([OH:16])([CH3:15])[CH3:14])[N:8]=1)=[O:5].C(N(CC)C(C)C)(C)C.CC1(C)O[C@H](CN2C=CC(NC(=O)[C@@H](N3[CH2:56][C:55]([O:57][C:58]4[C:63]([F:64])=[CH:62][CH:61]=[C:60]([O:65][CH2:66][CH3:67])[C:59]=4[F:68])=[CH:54][C:53]3=[O:69])CC(C)C)=N2)CO1. (7) Given the product [CH2:45]([O:44][C:42]([C:41]1[C:40]([C:37]2[CH:38]=[CH:39][N:34]=[CH:35][CH:36]=2)=[C:21]([C:22]2[CH:23]=[CH:24][C:25]([F:28])=[CH:26][CH:27]=2)[NH:29][CH:30]=1)=[O:43])[CH3:46], predict the reactants needed to synthesize it. The reactants are: C([Li])CCC.CCCCCC.C1(C)C=CC(S([CH:21]([N+:29]#[C-:30])[C:22]2[CH:27]=[CH:26][C:25]([F:28])=[CH:24][CH:23]=2)(=O)=O)=CC=1.[Br-].[Li+].[N:34]1[CH:39]=[CH:38][C:37]([CH:40]=[CH:41][C:42]([O:44][CH2:45][CH3:46])=[O:43])=[CH:36][CH:35]=1.